Dataset: Aqueous solubility values for 9,982 compounds from the AqSolDB database. Task: Regression/Classification. Given a drug SMILES string, predict its absorption, distribution, metabolism, or excretion properties. Task type varies by dataset: regression for continuous measurements (e.g., permeability, clearance, half-life) or binary classification for categorical outcomes (e.g., BBB penetration, CYP inhibition). For this dataset (solubility_aqsoldb), we predict Y. (1) The molecule is COc1cc2ncnc(N3CCN(C(=O)Nc4ccc([N+](=O)[O-])cc4)CC3)c2cc1OC. The Y is -6.95 log mol/L. (2) The drug is Cc1ccc(O)c([N+](=O)[O-])c1. The Y is -2.38 log mol/L. (3) The drug is C=CCCCN=C=S. The Y is -2.90 log mol/L.